From a dataset of Reaction yield outcomes from USPTO patents with 853,638 reactions. Predict the reaction yield, written as a fraction of the theoretical maximum amount of product (1.0 means a 100% yield; for example, 0.34 means a 34% yield). (1) The reactants are C1(C)C=CC(S(O)(=O)=O)=CC=1.[NH2:12][C@:13]1([C:18]([O:20][CH2:21][CH3:22])=[O:19])[CH2:15][C@H:14]1[CH:16]=[CH2:17].C(OCC)(=O)C.C(=O)(O)[O-].[K+]. The catalyst is O. The product is [NH2:12][C@:13]1([C:18]([O:20][CH2:21][CH3:22])=[O:19])[CH2:15][C@H:14]1[CH:16]=[CH2:17]. The yield is 0.951. (2) The reactants are [C:1]([O:10]C)(=O)[C:2]1[C:3](=[CH:5][CH:6]=[CH:7][CH:8]=1)[SH:4].[C:12]([C:14]1[CH:19]=[CH:18][CH:17]=[C:16]([CH3:20])[N:15]=1)#[N:13].C(N(CC)CC)C. The catalyst is C1(C)C=CC=CC=1. The product is [CH3:20][C:16]1[N:15]=[C:14]([C:12]2[S:4][C:3]3[CH:5]=[CH:6][CH:7]=[CH:8][C:2]=3[C:1](=[O:10])[N:13]=2)[CH:19]=[CH:18][CH:17]=1. The yield is 0.550. (3) The reactants are [O:1]1[C:5]2[CH:6]=[CH:7][C:8]([C:10]3([C:13]([NH:15][C:16]4[CH:21]=[CH:20][C:19]([CH2:22][OH:23])=[C:18](Br)[CH:17]=4)=[O:14])[CH2:12][CH2:11]3)=[CH:9][C:4]=2[O:3][CH2:2]1.[CH3:25][N:26]([CH3:38])[C:27]([C:29]1[CH:34]=[CH:33][C:32](B(O)O)=[CH:31][CH:30]=1)=[O:28].C([O-])([O-])=O.[K+].[K+]. The catalyst is CN(C)C=O. The product is [O:1]1[C:5]2[CH:6]=[CH:7][C:8]([C:10]3([C:13]([NH:15][C:16]4[CH:21]=[CH:20][C:19]([CH2:22][OH:23])=[C:18]([C:32]5[CH:33]=[CH:34][C:29]([C:27]([N:26]([CH3:38])[CH3:25])=[O:28])=[CH:30][CH:31]=5)[CH:17]=4)=[O:14])[CH2:12][CH2:11]3)=[CH:9][C:4]=2[O:3][CH2:2]1. The yield is 0.340. (4) The product is [C:1]([O:5][C:6]([N:8]1[CH:14]([C:15]2[NH:32][C:18]([C:20]3[CH:25]=[CH:24][C:23]([Br:26])=[CH:22][CH:21]=3)=[CH:17][N:16]=2)[CH2:13][C:10]2([CH2:12][CH2:11]2)[CH2:9]1)=[O:7])([CH3:4])([CH3:3])[CH3:2]. The reactants are [C:1]([O:5][C:6]([N:8]1[CH:14]([C:15](=O)[NH:16][CH2:17][C:18]([C:20]2[CH:25]=[CH:24][C:23]([Br:26])=[CH:22][CH:21]=2)=O)[CH2:13][C:10]2([CH2:12][CH2:11]2)[CH2:9]1)=[O:7])([CH3:4])([CH3:3])[CH3:2].C([O-])(=O)C.[NH4+:32]. The catalyst is CCOC(C)=O. The yield is 0.610. (5) The catalyst is C1(C)C=CC=CC=1.C1C=CC([P]([Pd]([P](C2C=CC=CC=2)(C2C=CC=CC=2)C2C=CC=CC=2)([P](C2C=CC=CC=2)(C2C=CC=CC=2)C2C=CC=CC=2)[P](C2C=CC=CC=2)(C2C=CC=CC=2)C2C=CC=CC=2)(C2C=CC=CC=2)C2C=CC=CC=2)=CC=1. The reactants are [C:1]([O:5][C:6](=[O:47])[N:7]([C@H:9]([C:11](=[O:46])[NH:12][C@@H:13]1[C:19](=[O:20])[N:18]([CH2:21][C:22]2[C:31]3[C:26](=[CH:27][CH:28]=[CH:29][CH:30]=3)[CH:25]=[CH:24][C:23]=2[CH3:32])[C:17]2[CH:33]=[CH:34][CH:35]=[CH:36][C:16]=2[N:15]([C:37](=[O:45])[C:38]2[CH:43]=[CH:42][CH:41]=[CH:40][C:39]=2Br)[CH2:14]1)[CH3:10])[CH3:8])([CH3:4])([CH3:3])[CH3:2].N#N.C([Sn](CCCC)(CCCC)[C:55]([O:57][CH2:58][CH3:59])=[CH2:56])CCC. The product is [C:1]([O:5][C:6](=[O:47])[N:7]([C@H:9]([C:11](=[O:46])[NH:12][C@@H:13]1[C:19](=[O:20])[N:18]([CH2:21][C:22]2[C:31]3[C:26](=[CH:27][CH:28]=[CH:29][CH:30]=3)[CH:25]=[CH:24][C:23]=2[CH3:32])[C:17]2[CH:33]=[CH:34][CH:35]=[CH:36][C:16]=2[N:15]([C:37](=[O:45])[C:38]2[CH:43]=[CH:42][CH:41]=[CH:40][C:39]=2[C:55]([O:57][CH2:58][CH3:59])=[CH2:56])[CH2:14]1)[CH3:10])[CH3:8])([CH3:4])([CH3:3])[CH3:2]. The yield is 0.340. (6) The reactants are [Br:1][C:2]1[N:6]([C:7]([CH3:10])([CH3:9])[CH3:8])[N:5]=[CH:4][C:3]=1[C:11]([O:13]CC)=[O:12].[OH-].[Na+]. The catalyst is C(O)C.C1COCC1. The product is [Br:1][C:2]1[N:6]([C:7]([CH3:8])([CH3:9])[CH3:10])[N:5]=[CH:4][C:3]=1[C:11]([OH:13])=[O:12]. The yield is 0.850. (7) The reactants are [F:1][C:2]1[C:3]([N+:16]([O-])=O)=[CH:4][C:5]2[CH:6]=[C:7]3[C:13]([CH3:15])([CH3:14])[CH2:12][CH2:11][N:8]3[C:9]=2[CH:10]=1.C([O-])=O.[NH4+]. The catalyst is C(O)C.[Pd]. The product is [F:1][C:2]1[C:3]([NH2:16])=[CH:4][C:5]2[CH:6]=[C:7]3[C:13]([CH3:14])([CH3:15])[CH2:12][CH2:11][N:8]3[C:9]=2[CH:10]=1. The yield is 0.490.